From a dataset of Reaction yield outcomes from USPTO patents with 853,638 reactions. Predict the reaction yield, written as a fraction of the theoretical maximum amount of product (1.0 means a 100% yield; for example, 0.34 means a 34% yield). (1) The catalyst is ClCCl. The reactants are [NH2:1][CH2:2][CH:3]([C:5]1[CH:10]=[CH:9][C:8]([O:11][CH2:12][C:13]2[CH:18]=[CH:17][CH:16]=[CH:15][CH:14]=2)=[CH:7][CH:6]=1)[OH:4].C(N(CC)CC)C.[C:26](Cl)(=[O:29])[CH2:27][CH3:28]. The yield is 0.900. The product is [CH2:12]([O:11][C:8]1[CH:9]=[CH:10][C:5]([CH:3]([OH:4])[CH2:2][NH:1][C:26](=[O:29])[CH2:27][CH3:28])=[CH:6][CH:7]=1)[C:13]1[CH:18]=[CH:17][CH:16]=[CH:15][CH:14]=1. (2) The reactants are [CH3:1][O:2][C:3](=[O:20])[CH:4]([C:13]1[CH:18]=[CH:17][CH:16]=[CH:15][C:14]=1[Cl:19])N1CC(=O)CC(S)C1.CC(OC(CP(OC)(OC)=O)=O)(C)C.[H-].[Na+].ClCCl. The catalyst is C1COCC1. The product is [CH3:1][O:2][C:3](=[O:20])[CH2:4][C:13]1[CH:18]=[CH:17][CH:16]=[CH:15][C:14]=1[Cl:19]. The yield is 0.590. (3) The reactants are Cl.[CH3:2][C:3]1([C:9]2[CH:13]=[CH:12][N:11]([CH3:14])[N:10]=2)[CH2:8][CH2:7][NH:6][CH2:5][CH2:4]1.Cl.[CH3:16][C:17]1([C:23]2[N:27]([CH3:28])[N:26]=[CH:25][CH:24]=2)[CH2:22][CH2:21][NH:20][CH2:19][CH2:18]1.Cl[C:30]1[NH:31][C:32](=[O:40])[C:33]2[CH:38]=[N:37][N:36]([CH3:39])[C:34]=2[N:35]=1.CCN(C(C)C)C(C)C. The catalyst is CCO.CC#N.O. The product is [CH3:39][N:36]1[C:34]2[N:35]=[C:30]([N:6]3[CH2:7][CH2:8][C:3]([CH3:2])([C:9]4[CH:13]=[CH:12][N:11]([CH3:14])[N:10]=4)[CH2:4][CH2:5]3)[NH:31][C:32](=[O:40])[C:33]=2[CH:38]=[N:37]1.[CH3:39][N:36]1[C:34]2[N:35]=[C:30]([N:20]3[CH2:21][CH2:22][C:17]([CH3:16])([C:23]4[N:27]([CH3:28])[N:26]=[CH:25][CH:24]=4)[CH2:18][CH2:19]3)[NH:31][C:32](=[O:40])[C:33]=2[CH:38]=[N:37]1. The yield is 0.500. (4) The reactants are [CH3:1][C:2]([CH3:13])([CH2:5][C:6]1[CH:11]=[CH:10][CH:9]=[C:8]([CH3:12])[CH:7]=1)[CH2:3][OH:4]. The catalyst is O.[Rh]. The product is [CH3:1][C:2]([CH3:13])([CH2:5][CH:6]1[CH2:11][CH2:10][CH2:9][CH:8]([CH3:12])[CH2:7]1)[CH2:3][OH:4]. The yield is 0.820. (5) The reactants are [C:1]([O:7][CH2:8][CH3:9])(=[O:6])[CH2:2][C:3]([CH3:5])=[O:4].[H-].[Na+].Br[CH2:13][C:14]1[CH:19]=[CH:18][CH:17]=[C:16]([N+:20]([O-:22])=[O:21])[C:15]=1[F:23].Cl. The catalyst is C1COCC1. The product is [CH2:8]([O:7][C:1](=[O:6])[CH:2]([CH2:13][C:14]1[CH:19]=[CH:18][CH:17]=[C:16]([N+:20]([O-:22])=[O:21])[C:15]=1[F:23])[C:3](=[O:4])[CH3:5])[CH3:9]. The yield is 0.630.